Predict the product of the given reaction. From a dataset of Forward reaction prediction with 1.9M reactions from USPTO patents (1976-2016). Given the reactants CO[C:3]1[CH2:4][CH2:5][CH2:6][CH2:7][CH2:8][N:9]=1.[C:10]1([C:16]2[O:17][C:18](=[O:21])[CH2:19][N:20]=2)[CH:15]=[CH:14][CH:13]=[CH:12][CH:11]=1.ClCCCl.O.[OH-].[Li+], predict the reaction product. The product is: [C:10]1([C:16]2[N:9]3[CH2:8][CH2:7][CH2:6][CH2:5][CH2:4][C:3]3=[C:19]([C:18]([OH:21])=[O:17])[N:20]=2)[CH:15]=[CH:14][CH:13]=[CH:12][CH:11]=1.